From a dataset of CYP2C19 inhibition data for predicting drug metabolism from PubChem BioAssay. Regression/Classification. Given a drug SMILES string, predict its absorption, distribution, metabolism, or excretion properties. Task type varies by dataset: regression for continuous measurements (e.g., permeability, clearance, half-life) or binary classification for categorical outcomes (e.g., BBB penetration, CYP inhibition). Dataset: cyp2c19_veith. (1) The molecule is O=C(O)c1cccnc1SCc1ccccc1. The result is 0 (non-inhibitor). (2) The drug is O=S(=O)(NCc1cccnc1)c1ccc(Cl)nc1. The result is 1 (inhibitor). (3) The compound is Cc1ccccc1NC(=O)c1cccc2nc3ccccc3nc12. The result is 1 (inhibitor). (4) The drug is CCC(=O)NC(=S)Nc1ccc(S(=O)(=O)NC(C)=O)cc1. The result is 0 (non-inhibitor). (5) The drug is O=C(c1ccc(COc2ccccc2Br)o1)N1CCN(c2ccccn2)CC1. The result is 1 (inhibitor). (6) The drug is c1ccc2c(NCCN3CCOCC3)nc(-c3ccoc3)nc2c1. The result is 0 (non-inhibitor).